The task is: Predict the reaction yield, written as a fraction of the theoretical maximum amount of product (1.0 means a 100% yield; for example, 0.34 means a 34% yield).. This data is from Buchwald-Hartwig C-N cross coupling reaction yields with 55,370 reactions. The reactants are CCc1ccc(I)cc1.Cc1ccc(N)cc1.O=S(=O)(O[Pd]1c2ccccc2-c2ccccc2N~1)C(F)(F)F.COc1ccc(OC)c(P(C(C)(C)C)C(C)(C)C)c1-c1c(C(C)C)cc(C(C)C)cc1C(C)C.CN1CCCN2CCCN=C12.COC(=O)c1cc(-c2ccco2)on1. No catalyst specified. The product is CCc1ccc(Nc2ccc(C)cc2)cc1. The yield is 0.736.